This data is from Full USPTO retrosynthesis dataset with 1.9M reactions from patents (1976-2016). The task is: Predict the reactants needed to synthesize the given product. (1) Given the product [Si:1]([O:8][C@@H:9]1[C@@:29]2([CH3:30])[C:13](=[CH:14][CH:15]=[C:16]3[C@@H:28]2[CH2:27][CH2:26][C@@:25]2([CH3:31])[C@H:17]3[CH2:18][CH:19]=[C:20]2[C:21]([O:24][CH2:44][CH2:43][C:42]([N:41]([CH3:46])[CH3:40])=[O:45])([CH3:23])[CH3:22])[CH2:12][C@@H:11]([O:32][Si:33]([C:36]([CH3:39])([CH3:38])[CH3:37])([CH3:34])[CH3:35])[CH2:10]1)([C:4]([CH3:7])([CH3:6])[CH3:5])([CH3:3])[CH3:2], predict the reactants needed to synthesize it. The reactants are: [Si:1]([O:8][C@@H:9]1[C@@:29]2([CH3:30])[C:13](=[CH:14][CH:15]=[C:16]3[C@@H:28]2[CH2:27][CH2:26][C@@:25]2([CH3:31])[C@H:17]3[CH2:18][CH:19]=[C:20]2[C:21]([OH:24])([CH3:23])[CH3:22])[CH2:12][C@@H:11]([O:32][Si:33]([C:36]([CH3:39])([CH3:38])[CH3:37])([CH3:35])[CH3:34])[CH2:10]1)([C:4]([CH3:7])([CH3:6])[CH3:5])([CH3:3])[CH3:2].[CH3:40][N:41]([CH3:46])[C:42](=[O:45])[CH:43]=[CH2:44].[H-].[Na+]. (2) Given the product [CH3:1][O:2][C:3](=[O:14])[C:4]1[CH:9]=[C:8]([F:10])[C:7]([F:11])=[C:6]([O:12][CH2:18][C:19]([O:21][C:22]([CH3:25])([CH3:24])[CH3:23])=[O:20])[C:5]=1[F:13], predict the reactants needed to synthesize it. The reactants are: [CH3:1][O:2][C:3](=[O:14])[C:4]1[CH:9]=[C:8]([F:10])[C:7]([F:11])=[C:6]([OH:12])[C:5]=1[F:13].[H-].[Na+].Br[CH2:18][C:19]([O:21][C:22]([CH3:25])([CH3:24])[CH3:23])=[O:20].[Cl-].[NH4+]. (3) Given the product [CH2:15]([C@H:22]1[CH2:26][N:25]([C:6](=[O:8])[CH2:5][CH2:4][C:3](=[O:2])[C:9]2[CH:14]=[CH:13][CH:12]=[CH:11][CH:10]=2)[C@H:24]([C:27]([NH:29][C:30]2[CH:35]=[CH:34][C:33]([O:36][C:37]3[CH:38]=[CH:39][C:40]([F:43])=[CH:41][CH:42]=3)=[CH:32][CH:31]=2)=[O:28])[CH2:23]1)[C:16]1[CH:17]=[CH:18][CH:19]=[CH:20][CH:21]=1, predict the reactants needed to synthesize it. The reactants are: Cl.[O:2]=[C:3]([C:9]1[CH:14]=[CH:13][CH:12]=[CH:11][CH:10]=1)[CH2:4][CH2:5][C:6]([OH:8])=O.[CH2:15]([C@H:22]1[CH2:26][NH:25][C@H:24]([C:27]([NH:29][C:30]2[CH:35]=[CH:34][C:33]([O:36][C:37]3[CH:42]=[CH:41][C:40]([F:43])=[CH:39][CH:38]=3)=[CH:32][CH:31]=2)=[O:28])[CH2:23]1)[C:16]1[CH:21]=[CH:20][CH:19]=[CH:18][CH:17]=1. (4) Given the product [Cl:8][C:6]1[CH:5]=[CH:4][N:3]=[C:2]([N:10]2[CH2:15][CH2:14][CH2:13][CH2:12][CH2:11]2)[N:7]=1, predict the reactants needed to synthesize it. The reactants are: Cl[C:2]1[N:7]=[C:6]([Cl:8])[CH:5]=[CH:4][N:3]=1.C[N:10]1[CH2:15][CH2:14][CH2:13][CH2:12][CH2:11]1. (5) Given the product [Br:23][C:9]1[C:10](=[O:15])[NH:11][C:12]([CH3:14])=[CH:13][C:8]=1[C:5]1[CH:4]=[CH:3][C:2]([Cl:1])=[CH:7][CH:6]=1, predict the reactants needed to synthesize it. The reactants are: [Cl:1][C:2]1[CH:7]=[CH:6][C:5]([C:8]2[CH:13]=[C:12]([CH3:14])[NH:11][C:10](=[O:15])[CH:9]=2)=[CH:4][CH:3]=1.C1C(=O)N([Br:23])C(=O)C1.[Br-].BrC1C(C2C=CC(Cl)=CC=2)=CC(=O)NC=1C. (6) The reactants are: CC(C)[CH2:3][C:4]1[CH:9]=[CH:8][C:7]([C:10]2[O:14][N:13]=[C:12]([C:15]3[CH:20]=[CH:19][C:18]([CH2:21]O)=[CH:17][CH:16]=3)[N:11]=2)=[CH:6][CH:5]=1.[NH:24]1[CH2:27][CH:26]([C:28]([OH:30])=[O:29])[CH2:25]1.[C:31](O)(=O)[CH3:32].[C:35]([BH3-])#N.[Na+]. Given the product [CH3:35][CH2:31][CH2:32][CH2:3][C:4]1[CH:9]=[CH:8][C:7]([C:10]2[O:14][N:13]=[C:12]([C:15]3[CH:20]=[CH:19][C:18]([CH2:21][N:24]4[CH2:27][CH:26]([C:28]([OH:30])=[O:29])[CH2:25]4)=[CH:17][CH:16]=3)[N:11]=2)=[CH:6][CH:5]=1, predict the reactants needed to synthesize it. (7) Given the product [CH2:1]([O:8][CH2:9][C:10]1([C:20]#[C:21][CH:32]([C:31]2[CH:34]=[CH:35][C:28]([CH3:27])=[CH:29][CH:30]=2)[OH:33])[CH2:19][CH2:18][C:13]2([O:14][CH2:15][CH2:16][O:17]2)[CH2:12][CH2:11]1)[C:2]1[CH:3]=[CH:4][CH:5]=[CH:6][CH:7]=1, predict the reactants needed to synthesize it. The reactants are: [CH2:1]([O:8][CH2:9][C:10]1([C:20]#[CH:21])[CH2:19][CH2:18][C:13]2([O:17][CH2:16][CH2:15][O:14]2)[CH2:12][CH2:11]1)[C:2]1[CH:7]=[CH:6][CH:5]=[CH:4][CH:3]=1.C([Li])CCC.[CH3:27][C:28]1[CH:35]=[CH:34][C:31]([CH:32]=[O:33])=[CH:30][CH:29]=1.[Cl-].[NH4+].